Dataset: Reaction yield outcomes from USPTO patents with 853,638 reactions. Task: Predict the reaction yield, written as a fraction of the theoretical maximum amount of product (1.0 means a 100% yield; for example, 0.34 means a 34% yield). (1) The reactants are [CH2:1]([C:8]1[C:12](=[O:13])[N:11]([C:14]2[N:19]=[CH:18][C:17]([S:20]([N:23]([CH2:29][CH2:30][CH2:31][O:32]CC3C=CC=CC=3)[CH:24]3[CH2:28][CH2:27][CH2:26][CH2:25]3)(=[O:22])=[O:21])=[CH:16][CH:15]=2)[NH:10][CH:9]=1)[C:2]1[CH:7]=[CH:6][CH:5]=[CH:4][CH:3]=1.B(Br)(Br)Br.CO. The catalyst is C(Cl)Cl. The product is [CH2:1]([C:8]1[C:12](=[O:13])[N:11]([C:14]2[N:19]=[CH:18][C:17]([S:20]([N:23]([CH:24]3[CH2:28][CH2:27][CH2:26][CH2:25]3)[CH2:29][CH2:30][CH2:31][OH:32])(=[O:21])=[O:22])=[CH:16][CH:15]=2)[NH:10][CH:9]=1)[C:2]1[CH:3]=[CH:4][CH:5]=[CH:6][CH:7]=1. The yield is 0.850. (2) The reactants are [C:1]1([Li])[CH:6]=[CH:5][CH:4]=[CH:3][CH:2]=1.[Cl-].[C:9]1([CH2:14][P+](C2C=CC=CC=2)(C2C=CC=CC=2)C2C=CC=CC=2)[S:13][CH:12]=[CH:11][CH:10]=1.C(OC1C=C([N:50]([CH2:73][CH2:74][CH2:75][CH3:76])[CH2:51][CH2:52][CH2:53][CH2:54][O:55][Si:56]([C:69]([CH3:72])([CH3:71])[CH3:70])([C:63]2[CH:68]=[CH:67][CH:66]=[CH:65][CH:64]=2)[C:57]2[CH:62]=[CH:61][CH:60]=[CH:59][CH:58]=2)C=CC=1C=O)C1C=CC=CC=1.O.[C:78]([O:81][CH2:82][CH3:83])(=O)C. The catalyst is O1CCCC1. The product is [CH2:78]([O:81][C:82]1[CH:83]=[C:3]([CH2:76][CH2:75][CH2:74][CH2:73][NH:50][CH2:51][CH2:52][CH2:53][CH2:54][O:55][Si:56]([C:69]([CH3:72])([CH3:71])[CH3:70])([C:57]2[CH:62]=[CH:61][CH:60]=[CH:59][CH:58]=2)[C:63]2[CH:64]=[CH:65][CH:66]=[CH:67][CH:68]=2)[CH:2]=[CH:1][C:6]=1[CH:5]=[CH:14][C:9]1[S:13][CH:12]=[CH:11][CH:10]=1)[C:1]1[CH:6]=[CH:5][CH:4]=[CH:3][CH:2]=1. The yield is 0.864. (3) The reactants are [CH2:1]([C:8]1[CH:9]=[N:10][C:11]2[C:16]([C:17]=1[C:18]1[CH:23]=[CH:22][CH:21]=[C:20]([C:24]#[C:25][Si](C)(C)C)[CH:19]=1)=[CH:15][CH:14]=[CH:13][C:12]=2[C:30]([F:33])([F:32])[F:31])[C:2]1[CH:7]=[CH:6][CH:5]=[CH:4][CH:3]=1.C(=O)([O-])[O-].[K+].[K+]. The catalyst is CO.C(OCC)(=O)C. The product is [CH2:1]([C:8]1[CH:9]=[N:10][C:11]2[C:16]([C:17]=1[C:18]1[CH:23]=[CH:22][CH:21]=[C:20]([C:24]#[CH:25])[CH:19]=1)=[CH:15][CH:14]=[CH:13][C:12]=2[C:30]([F:33])([F:32])[F:31])[C:2]1[CH:3]=[CH:4][CH:5]=[CH:6][CH:7]=1. The yield is 0.800. (4) The product is [F:18][C:13]1[CH:12]=[C:11]([N:7]2[CH2:6][C@H:5]([CH2:4][N:1]3[CH:24]=[C:23]([Si:20]([CH3:22])([CH3:21])[CH3:19])[N:3]=[N:2]3)[O:9][C:8]2=[O:10])[CH:16]=[CH:15][C:14]=1[I:17]. The catalyst is C1COCC1. The yield is 1.00. The reactants are [N:1]([CH2:4][C@@H:5]1[O:9][C:8](=[O:10])[N:7]([C:11]2[CH:16]=[CH:15][C:14]([I:17])=[C:13]([F:18])[CH:12]=2)[CH2:6]1)=[N+:2]=[N-:3].[CH3:19][Si:20]([C:23]#[CH:24])([CH3:22])[CH3:21]. (5) The reactants are Br[C:2]1[N:3]=[C:4]([CH:24]2[CH2:29][CH2:28][CH2:27][CH2:26][CH2:25]2)[N:5]2[C:10]3[CH:11]=[CH:12][N:13](S(C4C=CC(C)=CC=4)(=O)=O)[C:9]=3[N:8]=[CH:7][C:6]=12.[CH3:30][S:31]([C:34]1[CH:39]=[CH:38][C:37](B(O)O)=[CH:36][CH:35]=1)(=[O:33])=[O:32].C(=O)([O-])[O-].[Cs+].[Cs+].[OH-].[Na+].[NH4+].[Cl-]. The catalyst is O1CCOCC1.Cl[Pd](Cl)([P](C1C=CC=CC=1)(C1C=CC=CC=1)C1C=CC=CC=1)[P](C1C=CC=CC=1)(C1C=CC=CC=1)C1C=CC=CC=1.C(Cl)Cl.O.CCO. The product is [CH:24]1([C:4]2[N:5]3[C:10]4[CH:11]=[CH:12][NH:13][C:9]=4[N:8]=[CH:7][C:6]3=[C:2]([C:37]3[CH:38]=[CH:39][C:34]([S:31]([CH3:30])(=[O:33])=[O:32])=[CH:35][CH:36]=3)[N:3]=2)[CH2:29][CH2:28][CH2:27][CH2:26][CH2:25]1. The yield is 0.410. (6) The yield is 0.360. The reactants are C(=O)(O)[O-].[Na+].[C:6]1(B(O)O)[CH:11]=[CH:10][CH:9]=[CH:8][CH:7]=1.Br[C:16]1[N:21]=[CH:20][C:19]([CH2:22][CH2:23][C:24]([CH3:33])([S:29]([CH3:32])(=[O:31])=[O:30])[C:25]([NH:27][OH:28])=[O:26])=[CH:18][CH:17]=1.CN(C=O)C.O. The catalyst is Cl.C1C=CC([P]([Pd]([P](C2C=CC=CC=2)(C2C=CC=CC=2)C2C=CC=CC=2)([P](C2C=CC=CC=2)(C2C=CC=CC=2)C2C=CC=CC=2)[P](C2C=CC=CC=2)(C2C=CC=CC=2)C2C=CC=CC=2)(C2C=CC=CC=2)C2C=CC=CC=2)=CC=1. The product is [OH:28][NH:27][C:25](=[O:26])[C:24]([CH3:33])([S:29]([CH3:32])(=[O:31])=[O:30])[CH2:23][CH2:22][C:19]1[CH:20]=[N:21][C:16]([C:6]2[CH:11]=[CH:10][CH:9]=[CH:8][CH:7]=2)=[CH:17][CH:18]=1. (7) The reactants are [C:1]([C:3]1[C:4]([NH:18][C:19](=[O:23])OCC)=[N:5][CH:6]=[C:7]([CH2:9][N:10]2[CH2:15][C@@H:14]([CH3:16])[O:13][C@@H:12]([CH3:17])[CH2:11]2)[CH:8]=1)#[N:2].[CH:24]([NH:26]N)=O.C([N:30](C(C)C)C(C)C)C. The catalyst is CC(N(C)C)=O. The product is [CH3:17][C@H:12]1[CH2:11][N:10]([CH2:9][C:7]2[CH:6]=[N:5][C:4]3[NH:18][C:19](=[O:23])[N:2]4[N:30]=[CH:24][N:26]=[C:1]4[C:3]=3[CH:8]=2)[CH2:15][C@@H:14]([CH3:16])[O:13]1. The yield is 0.840. (8) The reactants are Cl[C:2]1[N:7]=[C:6]([Cl:8])[CH:5]=[CH:4][N:3]=1.[CH:9]1([CH2:12][NH2:13])[CH2:11][CH2:10]1.C(N(C(C)C)CC)(C)C. The catalyst is C1(C)C=CC=CC=1. The product is [Cl:8][C:6]1[CH:5]=[CH:4][N:3]=[C:2]([NH:13][CH2:12][CH:9]2[CH2:11][CH2:10]2)[N:7]=1. The yield is 0.150.